From a dataset of Forward reaction prediction with 1.9M reactions from USPTO patents (1976-2016). Predict the product of the given reaction. (1) Given the reactants Cl.[F:2][C:3]1[CH:8]=[CH:7][C:6]([S:9]([N:12]2[CH2:17][CH2:16][NH:15][CH2:14][C:13]2=[O:18])(=[O:11])=[O:10])=[C:5]([N+:19]([O-:21])=[O:20])[CH:4]=1.[N:22]1([CH2:31][C:32](O)=[O:33])[CH:30]=[C:28]([CH3:29])[C:26](=[O:27])[NH:25][C:23]1=[O:24], predict the reaction product. The product is: [F:2][C:3]1[CH:8]=[CH:7][C:6]([S:9]([N:12]2[CH2:17][CH2:16][N:15]([C:32](=[O:33])[CH2:31][N:22]3[CH:30]=[C:28]([CH3:29])[C:26](=[O:27])[NH:25][C:23]3=[O:24])[CH2:14][C:13]2=[O:18])(=[O:11])=[O:10])=[C:5]([N+:19]([O-:21])=[O:20])[CH:4]=1. (2) Given the reactants [Br-].[CH2:2]1[O:30][C:29]2[C:4](=[C:5]([CH:26]=[CH:27][CH:28]=2)[CH2:6][P+](C2C=CC=CC=2)(C2C=CC=CC=2)C2C=CC=CC=2)[O:3]1.[CH3:31][C:32]([CH3:35])([O-])[CH3:33].[K+].O.[H][H].[CH3:40][N:41]([CH3:44])[CH:42]=O, predict the reaction product. The product is: [CH2:40]([N:41]1[CH2:44][CH2:33][CH:32]([CH2:35][CH2:6][C:5]2[CH:26]=[CH:27][CH:28]=[C:29]3[O:30][CH2:2][O:3][C:4]=23)[CH2:31][CH2:42]1)[C:4]1[CH:29]=[CH:28][CH:27]=[CH:26][CH:5]=1. (3) Given the reactants [C:1]1([C@H:7]2[CH2:11]OS(=O)(=O)[N:8]2[C:14]([O:16][C:17]([CH3:20])([CH3:19])[CH3:18])=[O:15])[CH:6]=[CH:5][CH:4]=[CH:3][CH:2]=1.[CH3:21][NH:22][S:23]([C:26]1[CH:31]=[CH:30][C:29]([N+:32]([O-:34])=[O:33])=[CH:28][CH:27]=1)(=[O:25])=[O:24].C([O-])([O-])=O.[Cs+].[Cs+], predict the reaction product. The product is: [CH3:21][N:22]([S:23]([C:26]1[CH:27]=[CH:28][C:29]([N+:32]([O-:34])=[O:33])=[CH:30][CH:31]=1)(=[O:25])=[O:24])[CH2:11][C@@H:7]([NH:8][C:14](=[O:15])[O:16][C:17]([CH3:18])([CH3:19])[CH3:20])[C:1]1[CH:2]=[CH:3][CH:4]=[CH:5][CH:6]=1. (4) Given the reactants Cl[CH2:2][C:3]1[N:12]([C:13]2[CH:18]=[CH:17][CH:16]=[CH:15][CH:14]=2)[C:11](=[O:19])[C:10]2[C:5](=[CH:6][CH:7]=[C:8]([C:20]#[N:21])[CH:9]=2)[N:4]=1.C([O-])([O-])=O.[K+].[K+].CN[CH:30]([NH:32][CH3:33])[CH3:31].[CH3:34][N:35](C=O)C, predict the reaction product. The product is: [C:20]([C:8]1[CH:7]=[CH:6][C:5](/[N:4]=[C:3]2/[N:35]([CH3:34])[CH2:31][CH2:30][N:32]([CH3:33])[CH2:2]/2)=[C:10]([CH:9]=1)[C:11]([NH:12][C:13]1[CH:14]=[CH:15][CH:16]=[CH:17][CH:18]=1)=[O:19])#[N:21]. (5) Given the reactants [Br:1][C:2]1[N:3]=[N:4][N:5]([CH3:8])[C:6]=1[CH3:7].[Br:9][C:10]1[C:14]([CH3:15])=[N:13][N:12]([CH3:16])[N:11]=1.[Br:17]N1C(=O)CCC1=O.N(C(C)(C)C#N)=NC(C)(C)C#N, predict the reaction product. The product is: [Br:1][C:2]1[N:3]=[N:4][N:5]([CH3:8])[C:6]=1[CH2:7][Br:9].[Br:9][C:10]1[C:14]([CH2:15][Br:17])=[N:13][N:12]([CH3:16])[N:11]=1. (6) Given the reactants C(O)(C(F)(F)F)=O.[C:8]([C:10]1[CH:15]=[CH:14][C:13]([C:16]2[CH:17]=[N:18][N:19]([C:22]3[CH:30]=[CH:29][C:25]([C:26]([OH:28])=O)=[CH:24][N:23]=3)[C:20]=2[OH:21])=[C:12]([CH3:31])[CH:11]=1)#[N:9].[CH2:32]([N:34]1[CH2:39][CH2:38][CH:37]([NH2:40])[CH2:36][CH2:35]1)[CH3:33], predict the reaction product. The product is: [C:8]([C:10]1[CH:15]=[CH:14][C:13]([C:16]2[CH:17]=[N:18][N:19]([C:22]3[CH:30]=[CH:29][C:25]([C:26]([NH:40][CH:37]4[CH2:38][CH2:39][N:34]([CH2:32][CH3:33])[CH2:35][CH2:36]4)=[O:28])=[CH:24][N:23]=3)[C:20]=2[OH:21])=[C:12]([CH3:31])[CH:11]=1)#[N:9]. (7) Given the reactants [O-2].[Mg+2:2].[OH-].[Mg+2].[OH-].[N+:6]([O-:9])([OH:8])=[O:7].[C:10]([OH:13])(=[O:12])[CH3:11], predict the reaction product. The product is: [C:10]([O-:13])(=[O:12])[CH3:11].[Mg+2:2].[C:10]([O-:13])(=[O:12])[CH3:11].[N+:6]([O-:9])([O-:8])=[O:7].[Mg+2:2].[N+:6]([O-:9])([O-:8])=[O:7].